From a dataset of Forward reaction prediction with 1.9M reactions from USPTO patents (1976-2016). Predict the product of the given reaction. Given the reactants [Br:1][C:2]1[CH:3]=[C:4]([CH2:28][CH2:29][C:30]([O:32]C)=[O:31])[CH:5]=[C:6]([Br:27])[C:7]=1[O:8][C:9]1[CH:14]=[C:13]([CH2:15][CH2:16][C:17]2[CH:22]=[CH:21][CH:20]=[CH:19][CH:18]=2)[C:12]([OH:23])=[C:11]([CH:24]([CH3:26])[CH3:25])[CH:10]=1, predict the reaction product. The product is: [Br:1][C:2]1[CH:3]=[C:4]([CH2:28][CH2:29][C:30]([OH:32])=[O:31])[CH:5]=[C:6]([Br:27])[C:7]=1[O:8][C:9]1[CH:14]=[C:13]([CH2:15][CH2:16][C:17]2[CH:22]=[CH:21][CH:20]=[CH:19][CH:18]=2)[C:12]([OH:23])=[C:11]([CH:24]([CH3:26])[CH3:25])[CH:10]=1.